From a dataset of Catalyst prediction with 721,799 reactions and 888 catalyst types from USPTO. Predict which catalyst facilitates the given reaction. (1) Reactant: Br[CH2:2][C:3]([O:5][CH2:6][CH3:7])=[O:4].[OH:8][C:9]1[CH:14]=[CH:13][CH:12]=[CH:11][C:10]=1[C:15](=[O:48])[CH2:16][N:17]1[C:26](=[O:27])[C:25]2[N:24]([CH2:28][CH:29]=[C:30]([CH3:32])[CH3:31])[C:23]([N:33]3[CH2:38][CH2:37][CH2:36][CH:35]([NH:39][C:40]([O:42][C:43]([CH3:46])([CH3:45])[CH3:44])=[O:41])[CH2:34]3)=[N:22][C:21]=2[N:20]([CH3:47])[C:18]1=[O:19].C(=O)([O-])[O-].[K+].[K+].O. Product: [CH2:6]([O:5][C:3]([CH2:2][O:8][C:9]1[CH:14]=[CH:13][CH:12]=[CH:11][C:10]=1[C:15](=[O:48])[CH2:16][N:17]1[C:26](=[O:27])[C:25]2[N:24]([CH2:28][CH:29]=[C:30]([CH3:32])[CH3:31])[C:23]([N:33]3[CH2:38][CH2:37][CH2:36][CH:35]([NH:39][C:40]([O:42][C:43]([CH3:46])([CH3:45])[CH3:44])=[O:41])[CH2:34]3)=[N:22][C:21]=2[N:20]([CH3:47])[C:18]1=[O:19])=[O:4])[CH3:7]. The catalyst class is: 9. (2) Reactant: [CH2:1]1[CH2:11][C:9](=O)[C:8]2[C:3](=[CH:4][CH:5]=[CH:6][CH:7]=2)[CH2:2]1.Cl.[NH2:13][OH:14].C(N(CC)CC)C. Product: [C:9]1(=[N:13][OH:14])[C:8]2[C:3](=[CH:4][CH:5]=[CH:6][CH:7]=2)[CH2:2][CH2:1][CH2:11]1. The catalyst class is: 5. (3) Reactant: [CH:1]([NH2:4])([CH3:3])[CH3:2].[Br:5][C:6]1[CH:11]=[C:10]([CH:12]=O)[CH:9]=[CH:8][N:7]=1.C(O[BH-](OC(=O)C)OC(=O)C)(=O)C.[Na+].C(=O)([O-])O.[Na+]. Product: [Br:5][C:6]1[CH:11]=[C:10]([CH2:12][NH:4][CH:1]([CH3:3])[CH3:2])[CH:9]=[CH:8][N:7]=1. The catalyst class is: 22. (4) Reactant: [N+:1]([C:4]1[CH:5]=[C:6]2[C:10](=[CH:11][CH:12]=1)[NH:9][NH:8][C:7]2=[O:13])([O-:3])=[O:2].Br[CH2:15][CH2:16][O:17][CH2:18][CH2:19][O:20][CH3:21].[I-].[K+].[OH-].[Na+]. Product: [CH3:21][O:20][CH2:19][CH2:18][O:17][CH2:16][CH2:15][N:9]1[C:10]2[C:6](=[CH:5][C:4]([N+:1]([O-:3])=[O:2])=[CH:12][CH:11]=2)[C:7](=[O:13])[NH:8]1. The catalyst class is: 38. (5) Reactant: [F:1][C:2]1[CH:9]=[C:8]([I:10])[CH:7]=[CH:6][C:3]=1[CH2:4]Br.O.[C-:12]#[N:13].[Na+]. Product: [F:1][C:2]1[CH:9]=[C:8]([I:10])[CH:7]=[CH:6][C:3]=1[CH2:4][C:12]#[N:13]. The catalyst class is: 8. (6) Reactant: [Br:1][C:2]1[CH:3]=[C:4]2[C:9](=[CH:10][CH:11]=1)[CH:8]=[C:7](OS(C(F)(F)F)(=O)=O)[CH:6]=[CH:5]2.[Br-].[Li+].[CH3:22][Mg]Br. Product: [Br:1][C:2]1[CH:11]=[CH:10][C:9]2[C:4](=[CH:5][CH:6]=[C:7]([CH3:22])[CH:8]=2)[CH:3]=1. The catalyst class is: 7. (7) Reactant: C(OC(=O)[NH:10][CH2:11][C@H:12]1[CH2:17][CH2:16][C@H:15]([C:18]2[N:26]3[C:21]([C:22]([NH2:27])=[N:23][CH:24]=[N:25]3)=[C:20]([C:28]3[CH:33]=[CH:32][C:31]([O:34][C:35]4[CH:40]=[CH:39][CH:38]=[CH:37][CH:36]=4)=[CH:30][CH:29]=3)[N:19]=2)[CH2:14][CH2:13]1)C1C=CC=CC=1.Cl. Product: [NH2:10][CH2:11][C@H:12]1[CH2:13][CH2:14][C@H:15]([C:18]2[N:26]3[C:21]([C:22]([NH2:27])=[N:23][CH:24]=[N:25]3)=[C:20]([C:28]3[CH:29]=[CH:30][C:31]([O:34][C:35]4[CH:36]=[CH:37][CH:38]=[CH:39][CH:40]=4)=[CH:32][CH:33]=3)[N:19]=2)[CH2:16][CH2:17]1. The catalyst class is: 12.